Dataset: Catalyst prediction with 721,799 reactions and 888 catalyst types from USPTO. Task: Predict which catalyst facilitates the given reaction. (1) Reactant: Cl[C:2]1[C:11]([C:12]([OH:14])=[O:13])=[CH:10][C:9]2[C:4](=[CH:5][CH:6]=[C:7]([Cl:15])[CH:8]=2)[N:3]=1.[F:16][C:17]1[CH:18]=[C:19]([CH:26]=[CH:27][CH:28]=1)[CH2:20][CH:21]([C:23]([OH:25])=[O:24])[NH2:22]. Product: [C:23]([CH:21]([NH:22][C:2]1[C:11]([C:12]([OH:14])=[O:13])=[CH:10][C:9]2[C:4](=[CH:5][CH:6]=[C:7]([Cl:15])[CH:8]=2)[N:3]=1)[CH2:20][C:19]1[CH:26]=[CH:27][CH:28]=[C:17]([F:16])[CH:18]=1)([OH:25])=[O:24]. The catalyst class is: 16. (2) Reactant: [NH2:1][CH:2]1[N:7]=[C:6]([Cl:8])[N:5]=[C:4]([O:9][CH3:10])[N:3]1[CH:11]([F:13])[F:12].[N+:14]([C:17]1[CH:22]=[CH:21][CH:20]=[CH:19][C:18]=1[S:23]([N:26]=[C:27]=[O:28])(=[O:25])=[O:24])([O-:16])=[O:15]. Product: [Cl:8][C:6]1[N:5]=[C:4]([O:9][CH3:10])[N:3]([CH:11]([F:12])[F:13])[CH:2]([NH:1][C:27]([NH:26][S:23]([C:18]2[CH:19]=[CH:20][CH:21]=[CH:22][C:17]=2[N+:14]([O-:16])=[O:15])(=[O:24])=[O:25])=[O:28])[N:7]=1. The catalyst class is: 2. (3) Reactant: [F:1][C:2]1[CH:3]=[C:4]([N:8]2[CH2:12][CH:11]([CH2:13][OH:14])[O:10][C:9]2=[O:15])[CH:5]=[CH:6][CH:7]=1.[I:16]N1C(=O)CCC1=O. Product: [F:1][C:2]1[CH:3]=[C:4]([N:8]2[CH2:12][CH:11]([CH2:13][OH:14])[O:10][C:9]2=[O:15])[CH:5]=[CH:6][C:7]=1[I:16]. The catalyst class is: 55. (4) Reactant: N12CCN(CC1)[CH2:3][CH2:2]2.[C:9]([O-:12])(=[O:11])[CH3:10].[CH3:13][CH:14]([CH3:20])[CH2:15][C:16](=C)[C:17]#[N:18]. Product: [C:17]([C:16](=[CH:15][CH:14]([CH3:13])[CH3:20])[CH2:10][C:9]([O:12][CH2:2][CH3:3])=[O:11])#[N:18]. The catalyst class is: 45. (5) Reactant: C1(P(C2C=CC=CC=2)C2C=CC=CC=2)C=CC=CC=1.N(C(OC(C)C)=O)=NC(OC(C)C)=O.[Br:34][C:35]1[CH:40]=[C:39]([N+:41]([O-:43])=[O:42])[C:38]([OH:44])=[C:37]([CH2:45]/[CH:46]=[CH:47]/[CH3:48])[CH:36]=1.[F:49][C:50]([F:56])([F:55])[CH2:51][CH2:52][CH2:53]O. Product: [Br:34][C:35]1[CH:40]=[C:39]([N+:41]([O-:43])=[O:42])[C:38]([O:44][CH2:53][CH2:52][CH2:51][C:50]([F:56])([F:55])[F:49])=[C:37]([CH2:45]/[CH:46]=[CH:47]/[CH3:48])[CH:36]=1. The catalyst class is: 1. (6) Reactant: [NH2:1][C:2]1[C:3]([C:14]2[CH:40]=[CH:39][C:17]([C:18]([NH:20][C@@H:21]([C:31]3[CH:36]=[C:35]([F:37])[CH:34]=[C:33]([Br:38])[CH:32]=3)[CH2:22][NH:23]C(=O)OC(C)(C)C)=[O:19])=[C:16]([F:41])[CH:15]=2)=[N:4][C:5]([CH:8]2[CH2:13][CH2:12][O:11][CH2:10][CH2:9]2)=[CH:6][N:7]=1.[C:42]([OH:48])([C:44]([F:47])([F:46])[F:45])=[O:43]. Product: [NH2:23][CH2:22][C@@H:21]([NH:20][C:18](=[O:19])[C:17]1[CH:39]=[CH:40][C:14]([C:3]2[C:2]([NH2:1])=[N:7][CH:6]=[C:5]([CH:8]3[CH2:9][CH2:10][O:11][CH2:12][CH2:13]3)[N:4]=2)=[CH:15][C:16]=1[F:41])[C:31]1[CH:36]=[C:35]([F:37])[CH:34]=[C:33]([Br:38])[CH:32]=1.[C:42]([OH:48])([C:44]([F:47])([F:46])[F:45])=[O:43]. The catalyst class is: 2.